From a dataset of Forward reaction prediction with 1.9M reactions from USPTO patents (1976-2016). Predict the product of the given reaction. (1) Given the reactants [CH3:1][O:2][CH2:3][C:4]1[CH:8]=[C:7]([C:9]([OH:11])=O)[NH:6][N:5]=1.[NH2:12][C@@H:13]([CH3:29])[CH2:14][N:15]1[CH:19]=[CH:18][C:17]([C:20]2[CH:27]=[CH:26][C:23]([C:24]#[N:25])=[C:22]([Cl:28])[CH:21]=2)=[N:16]1, predict the reaction product. The product is: [Cl:28][C:22]1[CH:21]=[C:20]([C:17]2[CH:18]=[CH:19][N:15]([CH2:14][C@@H:13]([NH:12][C:9]([C:7]3[NH:6][N:5]=[C:4]([CH2:3][O:2][CH3:1])[CH:8]=3)=[O:11])[CH3:29])[N:16]=2)[CH:27]=[CH:26][C:23]=1[C:24]#[N:25]. (2) Given the reactants [N+:1]([C:4]1[CH:5]=[C:6]([CH2:10][CH2:11][CH2:12][OH:13])[CH:7]=[CH:8][CH:9]=1)([O-])=O, predict the reaction product. The product is: [NH2:1][C:4]1[CH:5]=[C:6]([CH2:10][CH2:11][CH2:12][OH:13])[CH:7]=[CH:8][CH:9]=1. (3) Given the reactants C1(N2C3C(=C(OC)C=C(C(O)=O)C=3)C=C2)CC1.[CH:18]1([N:21]2[C:29]3[C:24](=[C:25]([O:35][CH2:36][CH3:37])[CH:26]=[C:27]([C:30]([O:32]CC)=[O:31])[CH:28]=3)[CH:23]=[CH:22]2)[CH2:20][CH2:19]1, predict the reaction product. The product is: [CH:18]1([N:21]2[C:29]3[C:24](=[C:25]([O:35][CH2:36][CH3:37])[CH:26]=[C:27]([C:30]([OH:32])=[O:31])[CH:28]=3)[CH:23]=[CH:22]2)[CH2:19][CH2:20]1.